From a dataset of Catalyst prediction with 721,799 reactions and 888 catalyst types from USPTO. Predict which catalyst facilitates the given reaction. (1) Reactant: Br[CH2:2][C:3]([O:5][CH2:6][CH3:7])=[O:4].[C:8]([O:12][C:13](=[O:18])[NH:14][CH2:15][CH2:16][NH2:17])([CH3:11])([CH3:10])[CH3:9].C(N(CC)CC)C. Product: [C:8]([O:12][C:13]([NH:14][CH2:15][CH2:16][NH:17][CH2:2][C:3]([O:5][CH2:6][CH3:7])=[O:4])=[O:18])([CH3:11])([CH3:10])[CH3:9]. The catalyst class is: 1. (2) Reactant: N1C2C(=NC=CC=2)N([O:10][C:11]2[C:20]3[C:15](=[CH:16][CH:17]=[CH:18][CH:19]=3)[N:14]=[CH:13][N:12]=2)N=1.[C:21]1(B(O)O)[CH:26]=[CH:25][CH:24]=[CH:23][CH:22]=1.C([O-])([O-])=O.[Cs+].[Cs+]. Product: [O:10]([C:11]1[C:20]2[C:15](=[CH:16][CH:17]=[CH:18][CH:19]=2)[N:14]=[CH:13][N:12]=1)[C:21]1[CH:26]=[CH:25][CH:24]=[CH:23][CH:22]=1. The catalyst class is: 104. (3) Reactant: [CH3:1][C:2]1[CH:11]=[CH:10][C:9]([N:12]2[CH2:17][CH2:16][N:15]([CH3:18])[CH2:14][CH2:13]2)=[C:8]2[C:3]=1[CH2:4][CH2:5][C@@H:6]([NH:19][C:20](=[O:33])[C:21]1[CH:26]=[CH:25][C:24]([N:27]3[CH2:32][CH2:31][O:30][CH2:29][CH2:28]3)=[CH:23][CH:22]=1)[CH2:7]2.[O:34]=[C:35]([OH:46])[C@@H:36]([C@H:38]([C@@H:40]([C@@H:42]([CH2:44][OH:45])[OH:43])[OH:41])[OH:39])[OH:37]. Product: [O:34]=[C:35]([OH:46])[C@@H:36]([C@H:38]([C@@H:40]([C@@H:42]([CH2:44][OH:45])[OH:43])[OH:41])[OH:39])[OH:37].[CH2:1]([C:2]1[CH:11]=[CH:10][C:9]([N:12]2[CH2:17][CH2:16][N:15]([CH3:18])[CH2:14][CH2:13]2)=[C:8]2[C:3]=1[CH2:4][CH2:5][C@@H:6]([NH:19][C:20](=[O:33])[C:21]1[CH:26]=[CH:25][C:24]([N:27]3[CH2:32][CH2:31][O:30][CH2:29][CH2:28]3)=[CH:23][CH:22]=1)[CH2:7]2)[CH3:35]. The catalyst class is: 8. (4) Reactant: [C:1](OC(=O)C)(=O)C.[Br:8][C:9]1[N:14]=[C:13]([Cl:15])[C:12]([NH2:16])=[C:11]([NH2:17])[CH:10]=1.C(OCC)(OCC)OCC.[OH-].[Na+]. Product: [Br:8][C:9]1[N:14]=[C:13]([Cl:15])[C:12]2[N:16]=[CH:1][NH:17][C:11]=2[CH:10]=1. The catalyst class is: 15. (5) Reactant: Cl[CH2:2][CH2:3][CH2:4][C:5]([CH3:9])([CH3:8])[C:6]#[N:7].[Na+].[I-:11]. Product: [I:11][CH2:2][CH2:3][CH2:4][C:5]([CH3:9])([CH3:8])[C:6]#[N:7]. The catalyst class is: 95. (6) Reactant: [F:1][C:2]([F:12])([S:8]([O-:11])(=[O:10])=[O:9])[CH:3]([F:7])[CH2:4][CH2:5][OH:6].[C:13]1([S+:19]([C:26]2[CH:31]=[CH:30][CH:29]=[CH:28][CH:27]=2)[C:20]2[CH:25]=[CH:24][CH:23]=[CH:22][CH:21]=2)[CH:18]=[CH:17][CH:16]=[CH:15][CH:14]=1.CN(C)CCN(C)C.[CH:40]1([C:46](Cl)=[O:47])[CH2:45][CH2:44][CH2:43][CH2:42][CH2:41]1.C(=O)([O-])O.[Na+]. Product: [CH:40]1([C:46]([O:6][CH2:5][CH2:4][CH:3]([F:7])[C:2]([F:1])([F:12])[S:8]([O-:11])(=[O:10])=[O:9])=[O:47])[CH2:45][CH2:44][CH2:43][CH2:42][CH2:41]1.[C:26]1([S+:19]([C:13]2[CH:14]=[CH:15][CH:16]=[CH:17][CH:18]=2)[C:20]2[CH:25]=[CH:24][CH:23]=[CH:22][CH:21]=2)[CH:27]=[CH:28][CH:29]=[CH:30][CH:31]=1. The catalyst class is: 236. (7) Reactant: Cl.[CH3:2][O:3][C:4]1[CH:9]=[CH:8][C:7]([NH:10][NH2:11])=[CH:6][CH:5]=1.C(N(CC)CC)C.[C:19]([CH2:25][C:26]#[N:27])(=O)[C:20]([CH3:23])([CH3:22])[CH3:21]. Product: [C:20]([C:19]1[CH:25]=[C:26]([NH2:27])[N:10]([C:7]2[CH:8]=[CH:9][C:4]([O:3][CH3:2])=[CH:5][CH:6]=2)[N:11]=1)([CH3:23])([CH3:22])[CH3:21]. The catalyst class is: 11. (8) Reactant: [CH2:1]([O:3][C:4]1[CH:13]=[CH:12][C:7]([C:8]([O:10][CH3:11])=[O:9])=[CH:6][C:5]=1[CH:14]=[O:15])[CH3:2].[Li+].[BH4-]. Product: [CH2:1]([O:3][C:4]1[CH:13]=[CH:12][C:7]([C:8]([O:10][CH3:11])=[O:9])=[CH:6][C:5]=1[CH2:14][OH:15])[CH3:2]. The catalyst class is: 1. (9) Reactant: [F:1][C:2]([F:51])([F:50])[C:3]1[CH:4]=[C:5]([CH:43]=[C:44]([C:46]([F:49])([F:48])[F:47])[CH:45]=1)[CH2:6][N:7]1[C@H:11]([CH3:12])[C@@H:10]([C:13]2[CH:18]=[C:17]([C:19]([F:22])([F:21])[F:20])[CH:16]=[CH:15][C:14]=2[C:23]2[CH:24]=[C:25]([C:31]3[CH:36]=[CH:35][C:34]([C:37]([O:39]C)=[O:38])=[CH:33][C:32]=3[CH3:41])[CH:26]=[CH:27][C:28]=2[O:29][CH3:30])[O:9][C:8]1=[O:42].O.[OH-].[Li+].O.Cl. Product: [F:51][C:2]([F:1])([F:50])[C:3]1[CH:4]=[C:5]([CH:43]=[C:44]([C:46]([F:47])([F:48])[F:49])[CH:45]=1)[CH2:6][N:7]1[C@H:11]([CH3:12])[C@@H:10]([C:13]2[CH:18]=[C:17]([C:19]([F:20])([F:21])[F:22])[CH:16]=[CH:15][C:14]=2[C:23]2[CH:24]=[C:25]([C:31]3[CH:36]=[CH:35][C:34]([C:37]([OH:39])=[O:38])=[CH:33][C:32]=3[CH3:41])[CH:26]=[CH:27][C:28]=2[O:29][CH3:30])[O:9][C:8]1=[O:42]. The catalyst class is: 684. (10) Reactant: Br[C:2]1[N:3]=[CH:4][C:5]([NH:8][C:9](=[O:26])[CH:10]([NH:14][C:15](=[O:25])[CH2:16][C:17]2[CH:22]=[C:21]([F:23])[CH:20]=[C:19]([F:24])[CH:18]=2)[CH2:11][CH2:12][CH3:13])=[N:6][CH:7]=1.[CH3:27][NH:28][CH2:29][CH2:30][CH:31]([CH3:33])[CH3:32]. Product: [CH3:27][N:28]([CH2:29][CH2:30][CH:31]([CH3:33])[CH3:32])[C:2]1[N:3]=[CH:4][C:5]([NH:8][C:9](=[O:26])[CH:10]([NH:14][C:15](=[O:25])[CH2:16][C:17]2[CH:22]=[C:21]([F:23])[CH:20]=[C:19]([F:24])[CH:18]=2)[CH2:11][CH2:12][CH3:13])=[N:6][CH:7]=1. The catalyst class is: 16.